This data is from Full USPTO retrosynthesis dataset with 1.9M reactions from patents (1976-2016). The task is: Predict the reactants needed to synthesize the given product. (1) Given the product [Cl:20][C:16]1[CH:15]=[C:14]([S:11]([NH:10][C:9]2[CH:8]=[C:7]([CH3:21])[N:6]=[C:5]3[S:22][C:2]([C:24]#[N:25])=[C:3]([CH3:23])[C:4]=23)(=[O:13])=[O:12])[CH:19]=[CH:18][CH:17]=1, predict the reactants needed to synthesize it. The reactants are: Br[C:2]1[S:22][C:5]2=[N:6][C:7]([CH3:21])=[CH:8][C:9]([NH:10][S:11]([C:14]3[CH:19]=[CH:18][CH:17]=[C:16]([Cl:20])[CH:15]=3)(=[O:13])=[O:12])=[C:4]2[C:3]=1[CH3:23].[CH3:24][N:25]1C=CN=C1. (2) Given the product [C:19]([O:18][C:17](=[O:23])[NH:16][C:13]1[S:14][CH2:15][C@H:10]2[CH2:9][CH2:8][C:7]3[C:24](=[CH:25][C:4]([NH2:1])=[CH:5][CH:6]=3)[C@@:11]2([CH3:26])[N:12]=1)([CH3:22])([CH3:20])[CH3:21], predict the reactants needed to synthesize it. The reactants are: [N:1]([C:4]1[CH:25]=[C:24]2[C:7]([CH2:8][CH2:9][C@@H:10]3[CH2:15][S:14][C:13]([NH:16][C:17](=[O:23])[O:18][C:19]([CH3:22])([CH3:21])[CH3:20])=[N:12][C@@:11]32[CH3:26])=[CH:6][CH:5]=1)=[N+]=[N-]. (3) The reactants are: Br[CH2:2][C@@H:3]1[CH2:8][CH2:7][CH2:6][CH2:5][C@H:4]1[C:9]([NH:11][CH2:12][C:13]#[N:14])=[O:10].C(=O)([O-])[O-].[Cs+].[Cs+].[F:21][C:22]1[CH:27]=[CH:26][C:25]([SH:28])=[CH:24][CH:23]=1. Given the product [C:13]([CH2:12][NH:11][C:9]([C@@H:4]1[CH2:5][CH2:6][CH2:7][CH2:8][C@H:3]1[CH2:2][S:28][C:25]1[CH:26]=[CH:27][C:22]([F:21])=[CH:23][CH:24]=1)=[O:10])#[N:14], predict the reactants needed to synthesize it. (4) Given the product [S:1]1[CH:5]=[C:4]([CH2:6][CH2:7][OH:8])[C:3]2[CH:10]=[CH:11][CH:12]=[CH:13][C:2]1=2, predict the reactants needed to synthesize it. The reactants are: [S:1]1[CH:5]=[C:4]([CH2:6][C:7](O)=[O:8])[C:3]2[CH:10]=[CH:11][CH:12]=[CH:13][C:2]1=2.[Li].C(O)C.